From a dataset of CYP2C19 inhibition data for predicting drug metabolism from PubChem BioAssay. Regression/Classification. Given a drug SMILES string, predict its absorption, distribution, metabolism, or excretion properties. Task type varies by dataset: regression for continuous measurements (e.g., permeability, clearance, half-life) or binary classification for categorical outcomes (e.g., BBB penetration, CYP inhibition). Dataset: cyp2c19_veith. (1) The drug is CCOC(=O)CNC(=O)CSc1nnc(-c2ccncc2)n1-c1ccc(Cl)cc1. The result is 1 (inhibitor). (2) The drug is COc1ccc(NC(=O)N2CC3(CCN(C(=O)c4cnccn4)CC3)C2)cc1. The result is 0 (non-inhibitor).